From a dataset of Reaction yield outcomes from USPTO patents with 853,638 reactions. Predict the reaction yield, written as a fraction of the theoretical maximum amount of product (1.0 means a 100% yield; for example, 0.34 means a 34% yield). (1) The reactants are [F:1][C:2]1[CH:3]=[C:4]([S:11]([NH2:14])(=[O:13])=[O:12])[CH:5]=[CH:6][C:7]=1[N+:8]([O-])=O. The catalyst is CO.[Pd]. The product is [NH2:8][C:7]1[CH:6]=[CH:5][C:4]([S:11]([NH2:14])(=[O:12])=[O:13])=[CH:3][C:2]=1[F:1]. The yield is 0.740. (2) The reactants are [Br:1][C:2]1[C:3](Cl)=[N:4][C:5]([Cl:8])=[N:6][CH:7]=1.[CH:10]1([NH:15][CH2:16][CH2:17][C:18]([NH:20][CH2:21][CH3:22])=[O:19])[CH2:14][CH2:13][CH2:12][CH2:11]1.C(N(CC)CC)C. The catalyst is C(#N)C. The product is [Br:1][C:2]1[C:3]([N:15]([CH:10]2[CH2:11][CH2:12][CH2:13][CH2:14]2)[CH2:16][CH2:17][C:18]([NH:20][CH2:21][CH3:22])=[O:19])=[N:4][C:5]([Cl:8])=[N:6][CH:7]=1. The yield is 0.710. (3) The reactants are [Br:1][C:2]1[CH:10]=[C:9]2[C:5]([CH:6]=[N:7][NH:8]2)=[CH:4][CH:3]=1.C([O-])([O-])=O.[Cs+].[Cs+].[Cl:17][C:18]1[CH:23]=[C:22]([Cl:24])[CH:21]=[CH:20][C:19]=1[C@@H:25](Cl)[CH3:26]. The catalyst is CN1CCCC1=O.C(OCC)(=O)C. The product is [Br:1][C:2]1[CH:10]=[C:9]2[C:5]([CH:6]=[N:7][N:8]2[C@@H:25]([C:19]2[CH:20]=[CH:21][C:22]([Cl:24])=[CH:23][C:18]=2[Cl:17])[CH3:26])=[CH:4][CH:3]=1. The yield is 0.390. (4) The reactants are [C:1]1([N:7]2[C:11]3[CH:12]=[CH:13][CH:14]=[CH:15][C:10]=3[N:9]=[C:8]2[C@@H:16]([NH2:18])[CH3:17])[CH:6]=[CH:5][CH:4]=[CH:3][CH:2]=1.Cl[C:20]1[C:21]2[CH:28]=[CH:27][S:26][C:22]=2[N:23]=[CH:24][N:25]=1.C(N(C(C)C)C(C)C)C. The catalyst is C(O)CCC. The product is [C:1]1([N:7]2[C:11]3[CH:12]=[CH:13][CH:14]=[CH:15][C:10]=3[N:9]=[C:8]2[C@@H:16]([NH:18][C:20]2[C:21]3[CH:28]=[CH:27][S:26][C:22]=3[N:23]=[CH:24][N:25]=2)[CH3:17])[CH:2]=[CH:3][CH:4]=[CH:5][CH:6]=1. The yield is 0.550. (5) The reactants are C([O:5][C:6](=[O:38])[CH:7]([CH2:15][CH2:16][CH2:17][CH2:18][CH2:19][CH2:20][CH2:21][CH2:22][CH2:23][CH2:24][CH2:25][CH2:26][N:27]1[C:31](=[O:32])[C:30]2=[CH:33][CH:34]=[CH:35][CH:36]=[C:29]2[C:28]1=[O:37])[C:8]([O:10]C(C)(C)C)=[O:9])(C)(C)C.FC(F)(F)C(O)=O. The catalyst is ClCCl. The product is [C:28]1(=[O:37])[N:27]([CH2:26][CH2:25][CH2:24][CH2:23][CH2:22][CH2:21][CH2:20][CH2:19][CH2:18][CH2:17][CH2:16][CH2:15][CH:7]([C:6]([OH:38])=[O:5])[C:8]([OH:10])=[O:9])[C:31](=[O:32])[C:30]2=[CH:33][CH:34]=[CH:35][CH:36]=[C:29]12. The yield is 1.00. (6) The reactants are C[O:2][C:3](=[O:25])[C:4]1[C:5](=[C:10]([NH:14][C:15]2[CH:24]=[CH:23][C:22]3[C:17](=[CH:18][CH:19]=[CH:20][CH:21]=3)[CH:16]=2)[CH:11]=[CH:12][CH:13]=1)[C:6]([O:8]C)=[O:7].[OH-].[Na+]. The catalyst is C(O)C. The product is [CH:16]1[C:17]2[C:22](=[CH:21][CH:20]=[CH:19][CH:18]=2)[CH:23]=[CH:24][C:15]=1[NH:14][C:10]1[CH:11]=[CH:12][CH:13]=[C:4]([C:3]([OH:25])=[O:2])[C:5]=1[C:6]([OH:8])=[O:7]. The yield is 0.930. (7) The reactants are [Na].[Cl:2][C:3]1[CH:8]=[CH:7][C:6]([C:9](=[O:11])[CH3:10])=[CH:5][CH:4]=1.[C:12](OCC)(=[O:18])[C:13]([O:15][CH2:16][CH3:17])=[O:14]. The catalyst is C(O)C. The product is [Cl:2][C:3]1[CH:8]=[CH:7][C:6]([C:9](=[O:11])[CH2:10][C:12](=[O:18])[C:13]([O:15][CH2:16][CH3:17])=[O:14])=[CH:5][CH:4]=1. The yield is 0.970. (8) The reactants are [CH3:1][O:2][C:3]([CH:5]1[C:9]([NH:10][C:11]2[CH:16]=[CH:15][C:14]([I:17])=[CH:13][C:12]=2[F:18])=[CH:8][S:7][CH2:6]1)=[O:4].C1(Cl)C(=O)C(Cl)=C(Cl)C(=O)C=1Cl. The catalyst is C1(C)C=CC=CC=1. The product is [F:18][C:12]1[CH:13]=[C:14]([I:17])[CH:15]=[CH:16][C:11]=1[NH:10][C:9]1[C:5]([C:3]([O:2][CH3:1])=[O:4])=[CH:6][S:7][CH:8]=1. The yield is 0.495.